From a dataset of Merck oncology drug combination screen with 23,052 pairs across 39 cell lines. Regression. Given two drug SMILES strings and cell line genomic features, predict the synergy score measuring deviation from expected non-interaction effect. (1) Drug 1: N#Cc1ccc(Cn2cncc2CN2CCN(c3cccc(Cl)c3)C(=O)C2)cc1. Drug 2: Cc1nc(Nc2ncc(C(=O)Nc3c(C)cccc3Cl)s2)cc(N2CCN(CCO)CC2)n1. Cell line: A2058. Synergy scores: synergy=38.9. (2) Drug 1: C=CCn1c(=O)c2cnc(Nc3ccc(N4CCN(C)CC4)cc3)nc2n1-c1cccc(C(C)(C)O)n1. Drug 2: CCc1c2c(nc3ccc(O)cc13)-c1cc3c(c(=O)n1C2)COC(=O)C3(O)CC. Cell line: RPMI7951. Synergy scores: synergy=8.56. (3) Drug 1: COC12C(COC(N)=O)C3=C(C(=O)C(C)=C(N)C3=O)N1CC1NC12. Drug 2: CC(C)CC(NC(=O)C(Cc1ccccc1)NC(=O)c1cnccn1)B(O)O. Cell line: SKOV3. Synergy scores: synergy=-19.2. (4) Drug 1: Cc1nc(Nc2ncc(C(=O)Nc3c(C)cccc3Cl)s2)cc(N2CCN(CCO)CC2)n1. Drug 2: Cn1c(=O)n(-c2ccc(C(C)(C)C#N)cc2)c2c3cc(-c4cnc5ccccc5c4)ccc3ncc21. Cell line: KPL1. Synergy scores: synergy=36.8. (5) Drug 1: N#Cc1ccc(Cn2cncc2CN2CCN(c3cccc(Cl)c3)C(=O)C2)cc1. Drug 2: CCc1cnn2c(NCc3ccc[n+]([O-])c3)cc(N3CCCCC3CCO)nc12. Cell line: NCIH23. Synergy scores: synergy=4.72. (6) Drug 1: O=C(CCCCCCC(=O)Nc1ccccc1)NO. Drug 2: CCc1c2c(nc3ccc(O)cc13)-c1cc3c(c(=O)n1C2)COC(=O)C3(O)CC. Cell line: HT29. Synergy scores: synergy=7.20. (7) Synergy scores: synergy=-9.19. Drug 1: N.N.O=C(O)C1(C(=O)O)CCC1.[Pt]. Cell line: RPMI7951. Drug 2: C#Cc1cccc(Nc2ncnc3cc(OCCOC)c(OCCOC)cc23)c1.